This data is from Drug-target binding data from BindingDB using Ki measurements. The task is: Regression. Given a target protein amino acid sequence and a drug SMILES string, predict the binding affinity score between them. We predict pKi (pKi = -log10(Ki in M); higher means stronger inhibition). Dataset: bindingdb_ki. (1) The drug is C#Cc1ccc2c(c1)C(=O)N(C)Cc1c(C(=O)OC(C)(C)C)ncn1-2. The target protein (P31644) has sequence MDNGMFSGFIMIKNLLLFCISMNLSSHFGFSQMPTSSVKDETNDNITIFTRILDGLLDGYDNRLRPGLGERITQVRTDIYVTSFGPVSDTEMEYTIDVFFRQSWKDERLRFKGPMQRLPLNNLLASKIWTPDTFFHNGKKSIAHNMTTPNKLLRLEDDGTLLYTMRLTISAECPMQLEDFPMDAHACPLKFGSYAYPNSEVVYVWTNGSTKSVVVAEDGSRLNQYHLMGQTVGTENISTSTGEYTIMTAHFHLKRKIGYFVIQTYLPCIMTVILSQVSFWLNRESVPARTVFGVTTVLTMTTLSISARNSLPKVAYATAMDWFIAVCYAFVFSALIEFATVNYFTKRGWAWDGKKALEAAKIKKKREVILNKSTNAFTTGKMSHPPNIPKEQTPAGTSNTTSVSVKPSEEKTSESKKTYNSISKIDKMSRIVFPVLFGTFNLVYWATYLNREPVIKGAASPK. The pKi is 9.3. (2) The compound is c1ccc(OC[C@@H]2CN(CCN3CCc4ccccc43)CCO2)cc1. The target protein (P97717) has sequence MNPDLDTGHNTSAPAHWGELKDANFTGPNQTSSNSTLPQLDVTRAISVGCLGAFILFAIVGNILVILSVACNRHLRTPTNYFIVNLAIADLLLSFTDLPFSATLEVLGYWVLGRIFCDIWAAVDVLCCTASILSLCAISIDRYIGVRYSLQYPTLVTRRKAILALLSVWVLSTVISIGPLLGWKEPAPNDDKECGVTEEPFYALFSSLGSFYIPLAVILVMYCRVYIVAKRTTKNLEAGVMKEMSNSKELTLRIHSKNFHEDTLSSTKAKGHNPRSSIAVKLFKFSREKKAAKTLGIVVGMFILCWLPFFIALPLGSLFSTLKPPDAVFKVVFWLGYFNSCLNPIIYPCSSKEFKRAFMRILGCQCRGGRRRRRRRRLGACAYTYRPWTRGGSLERSQSRKDSLDDSGSCMSGSQRTLPSASPSPGYLGRGTQPPVELCAFPEWKPGALLSLPEPPGRRGRLDSGPLFTFKLLGEPESPGTEGDASNGGCDTTTDLANGQ.... The pKi is 5.1. (3) The compound is N[C@@H]1CS[C@H](C(=O)O)C1. The target protein (P80404) has sequence MASMLLAQRLACSFQHSYRLLVPGSRHISQAAAKVDVEFDYDGPLMKTEVPGPRSQELMKQLNIIQNAEAVHFFCNYEESRGNYLVDVDGNRMLDLYSQISSVPIGYSHPALLKLIQQPQNASMFVNRPALGILPPENFVEKLRQSLLSVAPKGMSQLITMACGSCSNENALKTIFMWYRSKERGQRGFSQEELETCMINQAPGCPDYSILSFMGAFHGRTMGCLATTHSKAIHKIDIPSFDWPIAPFPRLKYPLEEFVKENQQEEARCLEEVEDLIVKYRKKKKTVAGIIVEPIQSEGGDNHASDDFFRKLRDIARKHGCAFLVDEVQTGGGCTGKFWAHEHWGLDDPADVMTFSKKMMTGGFFHKEEFRPNAPYRIFNTWLGDPSKNLLLAEVINIIKREDLLNNAAHAGKALLTGLLDLQARYPQFISRVRGRGTFCSFDTPDDSIRNKLILIARNKGVVLGGCGDKSIRFRPTLVFRDHHAHLFLNIFSDILADFK.... The pKi is 3.7. (4) The small molecule is N#Cc1ccc(-c2ccc(OCCCN3CC[C@H](O)C3)cc2)cc1. The target protein (P25021) has sequence MAPNGTASSFCLDSTACKITITVVLAVLILITVAGNVVVCLAVGLNRRLRNLTNCFIVSLAITDLLLGLLVLPFSAIYQLSCKWSFGKVFCNIYTSLDVMLCTASILNLFMISLDRYCAVMDPLRYPVLVTPVRVAISLVLIWVISITLSFLSIHLGWNSRNETSKGNHTTSKCKVQVNEVYGLVDGLVTFYLPLLIMCITYYRIFKVARDQAKRINHISSWKAATIREHKATVTLAAVMGAFIICWFPYFTAFVYRGLRGDDAINEVLEAIVLWLGYANSALNPILYAALNRDFRTGYQQLFCCRLANRNSHKTSLRSNASQLSRTQSREPRQQEEKPLKLQVWSGTEVTAPQGATDR. The pKi is 4.7.